Dataset: Forward reaction prediction with 1.9M reactions from USPTO patents (1976-2016). Task: Predict the product of the given reaction. (1) Given the reactants II.[C:3]([C:5]1[CH:10]=[CH:9][C:8]([SH:11])=[CH:7][CH:6]=1)#[N:4].COC1C=CC(S([C:23]2[C:31]3[C:26](=[CH:27][CH:28]=[C:29]([CH3:32])[CH:30]=3)[N:25]([CH2:33][C:34]([OH:36])=[O:35])[C:24]=2[CH3:37])(=O)=O)=CC=1, predict the reaction product. The product is: [NH4+:4].[C:3]([C:5]1[CH:10]=[CH:9][C:8]([S:11][C:23]2[C:31]3[C:26](=[CH:27][CH:28]=[C:29]([CH3:32])[CH:30]=3)[N:25]([CH2:33][C:34]([O-:36])=[O:35])[C:24]=2[CH3:37])=[CH:7][CH:6]=1)#[N:4]. (2) Given the reactants [Cl:1][C:2]1[N:7]=[C:6]([N:8]2[CH2:12][CH2:11][CH2:10][CH2:9]2)[C:5](I)=[CH:4][N:3]=1.[CH2:14]([N:19]1[C:23](=[O:24])[C:22]2=[CH:25][CH:26]=[CH:27][CH:28]=[C:21]2[C:20]1=[O:29])[CH2:15][CH2:16][C:17]#[CH:18].O, predict the reaction product. The product is: [Cl:1][C:2]1[N:7]=[C:6]([N:8]2[CH2:12][CH2:11][CH2:10][CH2:9]2)[C:5]([C:18]#[C:17][CH2:16][CH2:15][CH2:14][N:19]2[C:20](=[O:29])[C:21]3[C:22](=[CH:25][CH:26]=[CH:27][CH:28]=3)[C:23]2=[O:24])=[CH:4][N:3]=1. (3) Given the reactants [CH2:1]([N:3]1[C:7]([C:8]2[CH:9]=[C:10]([C:14]([NH2:17])([CH3:16])[CH3:15])[CH:11]=[CH:12][CH:13]=2)=[CH:6][C:5]([CH2:18][CH2:19][C:20]2[CH:25]=[CH:24][C:23]([F:26])=[CH:22][CH:21]=2)=[N:4]1)[CH3:2].CCN(CC)CC.[F:34][C:35]([F:43])([F:42])[CH2:36][NH:37][S:38](Cl)(=[O:40])=[O:39], predict the reaction product. The product is: [CH2:1]([N:3]1[C:7]([C:8]2[CH:9]=[C:10]([C:14]([NH:17][S:38]([NH:37][CH2:36][C:35]([F:43])([F:42])[F:34])(=[O:40])=[O:39])([CH3:16])[CH3:15])[CH:11]=[CH:12][CH:13]=2)=[CH:6][C:5]([CH2:18][CH2:19][C:20]2[CH:21]=[CH:22][C:23]([F:26])=[CH:24][CH:25]=2)=[N:4]1)[CH3:2]. (4) Given the reactants Cl[C:2]1[CH:3]=[C:4]([CH:9]=[C:10](Cl)[N:11]=1)[C:5](OC)=O.CNS(C)(=O)=O.Cl[C:20]1[CH:21]=[C:22]([CH:26]=[C:27]([N:29]([CH3:34])[S:30]([CH3:33])(=[O:32])=[O:31])[N:28]=1)[C:23]([OH:25])=[O:24], predict the reaction product. The product is: [CH3:10][N:11]([CH2:2][CH:3]1[CH2:5][CH:4]1[CH3:9])[C:20]1[CH:21]=[C:22]([CH:26]=[C:27]([N:29]([CH3:34])[S:30]([CH3:33])(=[O:32])=[O:31])[N:28]=1)[C:23]([OH:25])=[O:24]. (5) Given the reactants [Cl:1][C:2]1[CH:3]=[CH:4][C:5]2[NH:11][C:10]3[CH:12]=[CH:13][CH:14]=[CH:15][C:9]=3[C:8]([N:16]3[CH2:21][CH2:20][NH:19][CH2:18][CH2:17]3)=[N:7][C:6]=2[CH:22]=1.Cl[C:24]([O:26][CH2:27][CH2:28][Cl:29])=[O:25], predict the reaction product. The product is: [Cl:29][CH2:28][CH2:27][O:26][C:24]([N:19]1[CH2:20][CH2:21][N:16]([C:8]2[C:9]3[CH:15]=[CH:14][CH:13]=[CH:12][C:10]=3[NH:11][C:5]3[CH:4]=[CH:3][C:2]([Cl:1])=[CH:22][C:6]=3[N:7]=2)[CH2:17][CH2:18]1)=[O:25]. (6) Given the reactants [Cl:1][C:2]1[CH:19]=[C:18]([F:20])[CH:17]=[CH:16][C:3]=1[C:4]([C:6](=[CH:12]N(C)C)[C:7]([O:9][CH2:10][CH3:11])=[O:8])=O.[N+]([O-])(O)=O.[N+]([O-])(O)=O.[CH3:29][O:30][C:31]1[CH:32]=[C:33]([NH:43][C:44]([NH2:46])=[NH:45])[CH:34]=[CH:35][C:36]=1[N:37]1[CH:41]=[C:40]([CH3:42])[N:39]=[CH:38]1, predict the reaction product. The product is: [Cl:1][C:2]1[CH:19]=[C:18]([F:20])[CH:17]=[CH:16][C:3]=1[C:4]1[C:6]([C:7]([O:9][CH2:10][CH3:11])=[O:8])=[CH:12][N:46]=[C:44]([NH:43][C:33]2[CH:34]=[CH:35][C:36]([N:37]3[CH:41]=[C:40]([CH3:42])[N:39]=[CH:38]3)=[C:31]([O:30][CH3:29])[CH:32]=2)[N:45]=1. (7) Given the reactants [NH2:1][CH:2]1[CH2:6][CH2:5][CH2:4][CH:3]1[NH:7][C:8](=[O:23])[C:9]1[C:14]([S:15][CH3:16])=[CH:13][C:12]([C:17]([F:20])([F:19])[F:18])=[CH:11][C:10]=1[O:21][CH3:22].[C:24]1(=O)[CH2:27][CH2:26][CH2:25]1, predict the reaction product. The product is: [CH:24]1([NH:1][CH:2]2[CH2:6][CH2:5][CH2:4][CH:3]2[NH:7][C:8](=[O:23])[C:9]2[C:14]([S:15][CH3:16])=[CH:13][C:12]([C:17]([F:19])([F:20])[F:18])=[CH:11][C:10]=2[O:21][CH3:22])[CH2:27][CH2:26][CH2:25]1. (8) Given the reactants [CH3:1][O:2][C:3]1[CH:4]=[C:5]([NH:15][C:16]2[N:21]=[C:20]([CH:22]=[O:23])[CH:19]=[C:18]([CH2:24][O:25][CH2:26][C:27]([F:30])([F:29])[F:28])[N:17]=2)[CH:6]=[CH:7][C:8]=1[N:9]1[CH:13]=[C:12]([CH3:14])[N:11]=[CH:10]1.[C:31]1([Mg]Br)[CH:36]=[CH:35][CH:34]=[CH:33][CH:32]=1.CO.[Cl-].[NH4+], predict the reaction product. The product is: [CH3:1][O:2][C:3]1[CH:4]=[C:5]([NH:15][C:16]2[N:21]=[C:20]([CH:22]([C:31]3[CH:36]=[CH:35][CH:34]=[CH:33][CH:32]=3)[OH:23])[CH:19]=[C:18]([CH2:24][O:25][CH2:26][C:27]([F:29])([F:30])[F:28])[N:17]=2)[CH:6]=[CH:7][C:8]=1[N:9]1[CH:13]=[C:12]([CH3:14])[N:11]=[CH:10]1. (9) The product is: [C:20]([O:12][CH:7]1[CH2:8][CH2:9][CH2:10][CH2:11][CH:6]1[NH:5][S:2]([CH3:1])(=[O:4])=[O:3])(=[O:24])[C:21]([CH3:23])=[CH2:22]. Given the reactants [CH3:1][S:2]([NH:5][CH:6]1[CH2:11][CH2:10][CH2:9][CH2:8][CH:7]1[OH:12])(=[O:4])=[O:3].C(N(CC)CC)C.[C:20](Cl)(=[O:24])[C:21]([CH3:23])=[CH2:22], predict the reaction product.